Dataset: TCR-epitope binding with 47,182 pairs between 192 epitopes and 23,139 TCRs. Task: Binary Classification. Given a T-cell receptor sequence (or CDR3 region) and an epitope sequence, predict whether binding occurs between them. (1) The epitope is FRYMNSQGL. The TCR CDR3 sequence is CASSHPGLARNEQFF. Result: 0 (the TCR does not bind to the epitope). (2) The epitope is LLQTGIHVRVSQPSL. The TCR CDR3 sequence is CASSGRGTEAFF. Result: 1 (the TCR binds to the epitope). (3) Result: 0 (the TCR does not bind to the epitope). The epitope is FLNRFTTTL. The TCR CDR3 sequence is CASSFGWGYGTEAFF. (4) The epitope is VLWAHGFEL. The TCR CDR3 sequence is CASSVRQGSDTGELFF. Result: 1 (the TCR binds to the epitope). (5) The epitope is IYSKHTPINL. The TCR CDR3 sequence is CASGDNEQFF. Result: 0 (the TCR does not bind to the epitope). (6) The epitope is LEPLVDLPI. The TCR CDR3 sequence is CASSFPTGKGYTF. Result: 1 (the TCR binds to the epitope). (7) Result: 1 (the TCR binds to the epitope). The TCR CDR3 sequence is CSVTGTTFTEQYF. The epitope is FIAGLIAIV.